This data is from Full USPTO retrosynthesis dataset with 1.9M reactions from patents (1976-2016). The task is: Predict the reactants needed to synthesize the given product. (1) Given the product [CH3:14][O:13][C:11](=[O:12])[C:10](=[O:15])[CH2:2][C:1]([C:4]1[CH:9]=[CH:8][CH:7]=[CH:6][N:5]=1)=[O:3], predict the reactants needed to synthesize it. The reactants are: [C:1]([C:4]1[CH:9]=[CH:8][CH:7]=[CH:6][N:5]=1)(=[O:3])[CH3:2].[C:10](OC)(=[O:15])[C:11]([O:13][CH3:14])=[O:12].C[O-].[Na+].O. (2) The reactants are: [F:1][C:2]1[CH:7]=[CH:6][C:5](B(O)O)=[CH:4][CH:3]=1.[F:11][C:12]1[CH:13]=[C:14]([CH:23]([CH3:37])[C:24]([NH:26][CH2:27][C:28]2[NH:32][N:31]=[C:30]([C:33]([F:36])([F:35])[F:34])[CH:29]=2)=[O:25])[CH:15]=[CH:16][C:17]=1[CH2:18][S:19]([CH3:22])(=[O:21])=[O:20].N1C=CC=CC=1. Given the product [F:11][C:12]1[CH:13]=[C:14]([CH:23]([CH3:37])[C:24]([NH:26][CH2:27][C:28]2[N:32]([C:5]3[CH:6]=[CH:7][C:2]([F:1])=[CH:3][CH:4]=3)[N:31]=[C:30]([C:33]([F:36])([F:34])[F:35])[CH:29]=2)=[O:25])[CH:15]=[CH:16][C:17]=1[CH2:18][S:19]([CH3:22])(=[O:21])=[O:20], predict the reactants needed to synthesize it.